From a dataset of Reaction yield outcomes from USPTO patents with 853,638 reactions. Predict the reaction yield, written as a fraction of the theoretical maximum amount of product (1.0 means a 100% yield; for example, 0.34 means a 34% yield). (1) The reactants are [CH3:1][O:2][C:3](=[O:10])[CH2:4][C@H:5]1[CH2:8][C@@H:7]([OH:9])[CH2:6]1.C1(P(C2C=CC=CC=2)C2C=CC=CC=2)C=CC=CC=1.[N+:30]([C:33]1[CH:41]=[CH:40][C:36]([C:37](O)=[O:38])=[CH:35][CH:34]=1)([O-:32])=[O:31].C1(C)C=CC=CC=1. The catalyst is C1COCC1.N(C(OCC)=O)=NC(OCC)=O. The product is [CH3:1][O:2][C:3]([CH2:4][C@H:5]1[CH2:8][C@H:7]([O:9][C:37](=[O:38])[C:36]2[CH:35]=[CH:34][C:33]([N+:30]([O-:32])=[O:31])=[CH:41][CH:40]=2)[CH2:6]1)=[O:10]. The yield is 0.480. (2) The reactants are NC1(C2C=CC(C3C(=O)C4C(=CC([C:23]([NH2:25])=[O:24])=CC=4)OC=3C3C=CC=CC=3)=CC=2)CCC1.[C:32]([O:36][C:37](=[O:69])[NH:38][C:39]1([C:43]2[CH:48]=[CH:47][C:46]([C:49]3[C:58](=[O:59])[C:57]4[C:52](=[CH:53][C:54]([O:61][CH3:62])=[C:55](Br)[CH:56]=4)[O:51][C:50]=3[C:63]3[CH:68]=[CH:67][CH:66]=[CH:65][CH:64]=3)=[CH:45][CH:44]=2)[CH2:42][CH2:41][CH2:40]1)([CH3:35])([CH3:34])[CH3:33]. No catalyst specified. The product is [C:32]([O:36][C:37](=[O:69])[NH:38][C:39]1([C:43]2[CH:48]=[CH:47][C:46]([C:49]3[C:58](=[O:59])[C:57]4[C:52](=[CH:53][C:54]([O:61][CH3:62])=[C:55]([C:23](=[O:24])[NH2:25])[CH:56]=4)[O:51][C:50]=3[C:63]3[CH:68]=[CH:67][CH:66]=[CH:65][CH:64]=3)=[CH:45][CH:44]=2)[CH2:42][CH2:41][CH2:40]1)([CH3:35])([CH3:34])[CH3:33]. The yield is 0.370. (3) The reactants are [F:1][C:2]1[CH:3]=[C:4]([C@H:14]([NH:16][C:17](=[O:34])[CH:18]=[CH:19][C:20]2[CH:25]=[CH:24][C:23]([C:26]([F:29])([F:28])[F:27])=[CH:22][C:21]=2[NH:30][CH2:31][CH2:32][CH3:33])[CH3:15])[CH:5]=[C:6]([F:13])[C:7]=1[NH:8][S:9]([CH3:12])(=[O:11])=[O:10]. The catalyst is [Pd]. The product is [F:1][C:2]1[CH:3]=[C:4]([C@H:14]([NH:16][C:17](=[O:34])[CH2:18][CH2:19][C:20]2[CH:25]=[CH:24][C:23]([C:26]([F:27])([F:28])[F:29])=[CH:22][C:21]=2[NH:30][CH2:31][CH2:32][CH3:33])[CH3:15])[CH:5]=[C:6]([F:13])[C:7]=1[NH:8][S:9]([CH3:12])(=[O:11])=[O:10]. The yield is 0.600.